This data is from Full USPTO retrosynthesis dataset with 1.9M reactions from patents (1976-2016). The task is: Predict the reactants needed to synthesize the given product. (1) Given the product [CH3:14][S:13][C:10]1[N:9]=[C:8]([C:21]2[CH:20]=[CH:19][CH:18]=[CH:17][C:16]=2[Cl:15])[S:12][N:11]=1, predict the reactants needed to synthesize it. The reactants are: COCCOC.Cl[C:8]1[S:12][N:11]=[C:10]([S:13][CH3:14])[N:9]=1.[Cl:15][C:16]1[CH:17]=[C:18](B(O)O)[CH:19]=[CH:20][CH:21]=1.C(=O)([O-])[O-].[Na+].[Na+]. (2) Given the product [CH3:1][N:2]([CH3:19])[C:3](=[O:18])[C@@H:4]([O:6][C:7]1[CH:16]=[CH:15][CH:14]=[C:13]2[C:8]=1[C:9]([NH:60][C:56]1[CH:55]=[C:54]3[C:59](=[CH:58][CH:57]=1)[N:51]([CH2:50][C:45]1[CH:46]=[CH:47][CH:48]=[CH:49][N:44]=1)[N:52]=[CH:53]3)=[N:10][CH:11]=[N:12]2)[CH3:5], predict the reactants needed to synthesize it. The reactants are: [CH3:1][N:2]([CH3:19])[C:3](=[O:18])[C@@H:4]([O:6][C:7]1[CH:16]=[CH:15][CH:14]=[C:13]2[C:8]=1[C:9](=O)[NH:10][CH:11]=[N:12]2)[CH3:5].C1(P(C2C=CC=CC=2)C2C=CC=CC=2)C=CC=CC=1.C(Cl)(Cl)(Cl)Cl.[N:44]1[CH:49]=[CH:48][CH:47]=[CH:46][C:45]=1[CH2:50][N:51]1[C:59]2[C:54](=[CH:55][C:56]([NH2:60])=[CH:57][CH:58]=2)[CH:53]=[N:52]1. (3) Given the product [OH:67][B:62]1[C:61]2[CH:68]=[CH:69][C:58]([CH2:57][NH:56][C:24]([C:21]3[C:20]4[N:16]([CH:17]=[CH:18][CH:19]=4)[C:15]([C:12]4[CH2:11][C:10]([C:4]5[CH:3]=[C:2]([Cl:1])[C:7]([Cl:8])=[C:6]([Cl:9])[CH:5]=5)([C:27]([F:30])([F:29])[F:28])[O:14][N:13]=4)=[CH:23][CH:22]=3)=[O:25])=[CH:59][C:60]=2[C:64]([CH3:66])([CH3:65])[O:63]1, predict the reactants needed to synthesize it. The reactants are: [Cl:1][C:2]1[CH:3]=[C:4]([C:10]2([C:27]([F:30])([F:29])[F:28])[O:14][N:13]=[C:12]([C:15]3[N:16]4[C:20]([C:21]([C:24](O)=[O:25])=[CH:22][CH:23]=3)=[CH:19][CH:18]=[CH:17]4)[CH2:11]2)[CH:5]=[C:6]([Cl:9])[C:7]=1[Cl:8].CN(C(ON1N=NC2C=CC=NC1=2)=[N+](C)C)C.F[P-](F)(F)(F)(F)F.Cl.[NH2:56][CH2:57][C:58]1[CH:69]=[CH:68][C:61]2[B:62]([OH:67])[O:63][C:64]([CH3:66])([CH3:65])[C:60]=2[CH:59]=1.Cl. (4) Given the product [CH3:53][N:54]([CH3:58])[C:26]([C:23]1[CH:24]=[CH:25][C:19]2[O:18][C:17]([CH2:16][O:15][C:14]3[CH:29]=[CH:30][C:11]([C:1]45[CH2:8][CH:7]6[CH2:9][CH:3]([CH2:4][CH:5]([CH2:6]6)[CH2:10]4)[CH2:2]5)=[CH:12][CH:13]=3)=[N:37][C:38]=2[CH:39]=1)=[O:28], predict the reactants needed to synthesize it. The reactants are: [C:1]12([C:11]3[CH:30]=[CH:29][C:14]([O:15][CH2:16][C:17]4[O:18][C:19]5[CH:25]=[CH:24][C:23]([C:26]([OH:28])=O)=CC=5N=4)=[CH:13][CH:12]=3)[CH2:10][CH:5]3[CH2:6][CH:7]([CH2:9][CH:3]([CH2:4]3)[CH2:2]1)[CH2:8]2.C([NH2:37])C1OC=CC=1.[CH2:38](Cl)[CH2:39]Cl.C1C=CC2N(O)N=NC=2C=1.C[CH2:53][N:54]([CH:58](C)C)C(C)C. (5) Given the product [F:8][C:6]1[CH:5]=[C:4]([CH2:9][C:10]([NH:12][C@H:13]([C:15]([NH:18][CH:19]2[C:28]3[C:23](=[CH:24][CH:25]=[CH:26][CH:27]=3)[C:22]([CH3:29])([CH3:30])[O:21][C:20]2=[O:31])=[O:17])[CH3:14])=[O:11])[CH:3]=[C:2]([F:1])[CH:7]=1, predict the reactants needed to synthesize it. The reactants are: [F:1][C:2]1[CH:3]=[C:4]([CH2:9][C:10]([NH:12][C@H:13]([C:15]([OH:17])=O)[CH3:14])=[O:11])[CH:5]=[C:6]([F:8])[CH:7]=1.[NH2:18][CH:19]1[C:28]2[C:23](=[CH:24][CH:25]=[CH:26][CH:27]=2)[C:22]([CH3:30])([CH3:29])[O:21][C:20]1=[O:31]. (6) Given the product [C:7](=[O:8])([O-:9])[NH2:14].[NH2:1][C@H:2]([C:7]([OH:9])=[O:8])[CH2:3][CH:4]([CH3:6])[CH3:5].[CH:10]1[N:18]([C@@H:19]2[O:23][C@H:22]([CH2:24][OH:25])[C@@H:21]([OH:26])[C@H:20]2[OH:27])[C:17]2[C:12](=[C:13]([NH2:28])[N:14]=[CH:15][N:16]=2)[C:11]=1[C:29]#[N:30], predict the reactants needed to synthesize it. The reactants are: [NH2:1][C@H:2]([C:7]([OH:9])=[O:8])[CH2:3][CH:4]([CH3:6])[CH3:5].[CH:10]1[N:18]([C@@H:19]2[O:23][C@H:22]([CH2:24][OH:25])[C@@H:21]([OH:26])[C@H:20]2[OH:27])[C:17]2[C:12](=[C:13]([NH2:28])[N:14]=[CH:15][N:16]=2)[C:11]=1[C:29]#[N:30].C(O)(C(F)(F)F)=O.CCN(C(C)C)C(C)C.